From a dataset of Peptide-MHC class II binding affinity with 134,281 pairs from IEDB. Regression. Given a peptide amino acid sequence and an MHC pseudo amino acid sequence, predict their binding affinity value. This is MHC class II binding data. (1) The peptide sequence is PVQRHPRSLFPEFSE. The MHC is DRB5_0101 with pseudo-sequence DRB5_0101. The binding affinity (normalized) is 0. (2) The peptide sequence is GELQGVDKIDAAFKI. The MHC is DRB1_1201 with pseudo-sequence DRB1_1201. The binding affinity (normalized) is 0.270. (3) The peptide sequence is ALTIYEMLQNIFAIF. The MHC is DRB1_1101 with pseudo-sequence DRB1_1101. The binding affinity (normalized) is 0.0481. (4) The peptide sequence is FGTMPSLTLACLTKQ. The MHC is DRB1_1302 with pseudo-sequence DRB1_1302. The binding affinity (normalized) is 0.114. (5) The peptide sequence is TINAVASRKASNTIL. The MHC is DRB1_0701 with pseudo-sequence DRB1_0701. The binding affinity (normalized) is 0.710. (6) The peptide sequence is IITPTNVSHIQSAVV. The MHC is DRB1_0401 with pseudo-sequence DRB1_0401. The binding affinity (normalized) is 0.530.